This data is from Reaction yield outcomes from USPTO patents with 853,638 reactions. The task is: Predict the reaction yield, written as a fraction of the theoretical maximum amount of product (1.0 means a 100% yield; for example, 0.34 means a 34% yield). (1) The product is [Cl:1][C:2]1[CH:7]=[C:6](/[CH:8]=[CH:9]/[CH:10]([C:15]2[CH:16]=[C:17]([Cl:22])[CH:18]=[C:19]([Cl:21])[CH:20]=2)[C:11]([F:13])([F:14])[F:12])[CH:5]=[CH:4][C:3]=1[CH2:23][NH:24][C:41](=[O:34])[CH3:42]. The reactants are [Cl:1][C:2]1[CH:7]=[C:6](/[CH:8]=[CH:9]/[CH:10]([C:15]2[CH:20]=[C:19]([Cl:21])[CH:18]=[C:17]([Cl:22])[CH:16]=2)[C:11]([F:14])([F:13])[F:12])[CH:5]=[CH:4][C:3]=1[CH2:23][NH2:24].C1C=CC2N([OH:34])N=NC=2C=1.CCN=C=NC[CH2:41][CH2:42]N(C)C.Cl.CCN(C(C)C)C(C)C. The yield is 0.600. The catalyst is CN(C=O)C.O. (2) The reactants are [NH2:1][C:2]1[C:9]([O:10][CH2:11][C:12]2[CH:17]=[CH:16][CH:15]=[CH:14][CH:13]=2)=[CH:8][C:7]([CH2:18][CH:19]([CH3:21])[CH3:20])=[CH:6][C:3]=1[C:4]#[N:5].[N:22]([O-])=O.[Na+].[Sn](Cl)Cl.[OH-].[Na+]. The catalyst is Cl.C(OCC)(=O)C. The product is [CH2:11]([O:10][C:9]1[CH:8]=[C:7]([CH2:18][CH:19]([CH3:21])[CH3:20])[CH:6]=[C:3]2[C:2]=1[NH:1][N:5]=[C:4]2[NH2:22])[C:12]1[CH:17]=[CH:16][CH:15]=[CH:14][CH:13]=1. The yield is 0.830. (3) The yield is 0.630. The reactants are [F:1][C:2]1[C:7]([CH3:8])=[CH:6][C:5]([C:9]2[CH:14]=[CH:13][CH:12]=[C:11]([F:15])[CH:10]=2)=[CH:4][C:3]=1[CH2:16][NH:17][C:18]1[C:19]([CH3:33])=[C:20]([CH:29]=[CH:30][C:31]=1[CH3:32])[O:21][CH2:22][C:23]([O:25]C(C)C)=[O:24].[Li+].[OH-]. The product is [F:1][C:2]1[C:7]([CH3:8])=[CH:6][C:5]([C:9]2[CH:14]=[CH:13][CH:12]=[C:11]([F:15])[CH:10]=2)=[CH:4][C:3]=1[CH2:16][NH:17][C:18]1[C:19]([CH3:33])=[C:20]([CH:29]=[CH:30][C:31]=1[CH3:32])[O:21][CH2:22][C:23]([OH:25])=[O:24]. The catalyst is C1COCC1. (4) The reactants are Br[C:2]1[CH:11]=[C:10]2[C:5]([CH:6]=[CH:7][N:8]([CH2:13][CH2:14][OH:15])[C:9]2=[O:12])=[CH:4][CH:3]=1.[N:16]1([C:22]([O:24][C:25]([CH3:28])([CH3:27])[CH3:26])=[O:23])[CH2:21][CH2:20][NH:19][CH2:18][CH2:17]1.COC1C=CC=C(OC)C=1C1C=CC=CC=1P(C1CCCCC1)C1CCCCC1.CC([O-])(C)C.[K+]. The catalyst is C1(C)C=CC=CC=1.C1C=CC(/C=C/C(/C=C/C2C=CC=CC=2)=O)=CC=1.C1C=CC(/C=C/C(/C=C/C2C=CC=CC=2)=O)=CC=1.C1C=CC(/C=C/C(/C=C/C2C=CC=CC=2)=O)=CC=1.[Pd].[Pd]. The product is [C:25]([O:24][C:22]([N:16]1[CH2:21][CH2:20][N:19]([C:2]2[CH:11]=[C:10]3[C:5]([CH:6]=[CH:7][N:8]([CH2:13][CH2:14][OH:15])[C:9]3=[O:12])=[CH:4][CH:3]=2)[CH2:18][CH2:17]1)=[O:23])([CH3:28])([CH3:26])[CH3:27]. The yield is 0.640.